The task is: Predict the product of the given reaction.. This data is from Forward reaction prediction with 1.9M reactions from USPTO patents (1976-2016). (1) The product is: [Cl:4][C:5]1[N:6]=[CH:7][C:8]2[CH:13]=[C:12]([C:14]([N:22]([CH3:23])[CH3:21])=[O:15])[N:11]([CH:16]3[CH2:17][CH2:18][CH2:19][CH2:20]3)[C:9]=2[N:10]=1. Given the reactants [C-]#N.[Na+].[Cl:4][C:5]1[N:6]=[CH:7][C:8]2[CH:13]=[C:12]([CH2:14][OH:15])[N:11]([CH:16]3[CH2:20][CH2:19][CH2:18][CH2:17]3)[C:9]=2[N:10]=1.[CH3:21][NH:22][CH3:23].CN(C)C=O, predict the reaction product. (2) Given the reactants Cl.[NH2:2][C:3]1[CH:4]=[CH:5][C:6]([OH:12])=[C:7]([CH:11]=1)[C:8]([OH:10])=[O:9].[CH3:13]O, predict the reaction product. The product is: [NH2:2][C:3]1[CH:4]=[CH:5][C:6]([OH:12])=[C:7]([CH:11]=1)[C:8]([O:10][CH3:13])=[O:9]. (3) Given the reactants [C:1]1([C:7]2([C:14]3[CH:19]=[CH:18][CH:17]=[CH:16][CH:15]=3)[CH2:12][CH2:11][CH2:10][NH:9][C:8]2=[O:13])[CH:6]=[CH:5][CH:4]=[CH:3][CH:2]=1.CC(C)([O-])C.[K+].Br[CH2:27][C:28]([O:30][CH2:31][CH3:32])=[O:29], predict the reaction product. The product is: [O:13]=[C:8]1[C:7]([C:1]2[CH:6]=[CH:5][CH:4]=[CH:3][CH:2]=2)([C:14]2[CH:15]=[CH:16][CH:17]=[CH:18][CH:19]=2)[CH2:12][CH2:11][CH2:10][N:9]1[CH2:27][C:28]([O:30][CH2:31][CH3:32])=[O:29]. (4) Given the reactants O[C:2](=[C:21]1[C:29]2[C:24](=[CH:25][CH:26]=[C:27]([N+:30]([O-:32])=[O:31])[CH:28]=2)[N:23]([C:33](=[O:35])[CH3:34])[C:22]1=[O:36])[C:3]1[CH:8]=[CH:7][C:6]([CH2:9][N:10]2[C:14](=[O:15])[C:13]3=[CH:16][CH:17]=[CH:18][CH:19]=[C:12]3[C:11]2=[O:20])=[CH:5][CH:4]=1.P(Cl)(Cl)(Cl)(Cl)[Cl:38], predict the reaction product. The product is: [Cl:38][C:2](=[C:21]1[C:29]2[C:24](=[CH:25][CH:26]=[C:27]([N+:30]([O-:32])=[O:31])[CH:28]=2)[N:23]([C:33](=[O:35])[CH3:34])[C:22]1=[O:36])[C:3]1[CH:8]=[CH:7][C:6]([CH2:9][N:10]2[C:14](=[O:15])[C:13]3=[CH:16][CH:17]=[CH:18][CH:19]=[C:12]3[C:11]2=[O:20])=[CH:5][CH:4]=1. (5) Given the reactants CC1(C)[O:6][CH:5]([CH2:7][C:8]2[C:13]([O:14][CH3:15])=[CH:12][CH:11]=[CH:10][C:9]=2[CH2:16][C:17]2[CH:22]=[CH:21][CH:20]=[CH:19][CH:18]=2)CO1.Cl.C(OCC)(=O)C, predict the reaction product. The product is: [CH3:15][O:14][C:13]1[CH:12]=[CH:11][CH:10]=[C:9]([C:16]2[CH:17]=[CH:22][CH:21]=[CH:20][C:19]=2[CH3:18])[C:8]=1[CH2:7][CH:5]=[O:6]. (6) Given the reactants [Cl:1][C:2]1[CH:7]=[CH:6][C:5]([C:8]2[CH:9]=[N:10][CH:11]=[C:12]3[C:17]=2[N:16]=[C:15]([C:18]([OH:20])=O)[CH:14]=[CH:13]3)=[CH:4][CH:3]=1.C(N(CC)C(C)C)(C)C.F[P-](F)(F)(F)(F)F.N1(OC(N(C)C)=[N+](C)C)C2N=CC=CC=2N=N1.[N:54]1[CH:59]=[CH:58][CH:57]=[C:56]([CH2:60][NH2:61])[CH:55]=1, predict the reaction product. The product is: [Cl:1][C:2]1[CH:3]=[CH:4][C:5]([C:8]2[CH:9]=[N:10][CH:11]=[C:12]3[C:17]=2[N:16]=[C:15]([C:18]([NH:61][CH2:60][C:56]2[CH:55]=[N:54][CH:59]=[CH:58][CH:57]=2)=[O:20])[CH:14]=[CH:13]3)=[CH:6][CH:7]=1.